Predict the product of the given reaction. From a dataset of Forward reaction prediction with 1.9M reactions from USPTO patents (1976-2016). (1) Given the reactants CN(C(ON1N=NC2C=CC=CC1=2)=[N+](C)C)C.[B-](F)(F)(F)F.C1C=CC2N(O)N=NC=2C=1.[CH3:33][CH:34]([CH3:38])[C:35](O)=[O:36].C(N(C(C)C)CC)(C)C.[CH3:48][S:49]([C:52]1[CH:57]=[CH:56][C:55]([C:58]2[N:63]=[CH:62][C:61]([O:64][CH2:65][CH:66]3[CH2:71][CH2:70][N:69]([C:72]([NH:74][NH2:75])=[O:73])[CH2:68][CH2:67]3)=[CH:60][CH:59]=2)=[CH:54][CH:53]=1)(=[O:51])=[O:50], predict the reaction product. The product is: [CH3:33][CH:34]([CH3:38])[C:35]([NH:75][NH:74][C:72]([N:69]1[CH2:68][CH2:67][CH:66]([CH2:65][O:64][C:61]2[CH:62]=[N:63][C:58]([C:55]3[CH:56]=[CH:57][C:52]([S:49]([CH3:48])(=[O:50])=[O:51])=[CH:53][CH:54]=3)=[CH:59][CH:60]=2)[CH2:71][CH2:70]1)=[O:73])=[O:36]. (2) Given the reactants C([NH:20][S:21](=[O:46])(=[O:45])[O:22][CH2:23][C@@H:24]1[C@@H:31]2[C@@H:27]([O:28]C(C)(C)[O:30]2)[C@H:26]([N:34]2[CH:42]=[N:41][C:40]3[C:35]2=[N:36][CH:37]=[N:38][C:39]=3[CH2:43][NH2:44])[O:25]1)(C1C=CC=CC=1)(C1C=CC=CC=1)C1C=CC=CC=1.[CH3:47][O:48][C:49]1[CH:57]=[CH:56][CH:55]=[CH:54][C:50]=1[C:51](Cl)=[O:52], predict the reaction product. The product is: [S:21](=[O:45])(=[O:46])([O:22][CH2:23][C@@H:24]1[C@@H:31]([OH:30])[C@@H:27]([OH:28])[C@H:26]([N:34]2[CH:42]=[N:41][C:40]3[C:35]2=[N:36][CH:37]=[N:38][C:39]=3[CH2:43][NH:44][C:51](=[O:52])[C:50]2[CH:54]=[CH:55][CH:56]=[CH:57][C:49]=2[O:48][CH3:47])[O:25]1)[NH2:20]. (3) The product is: [CH3:9][O:8][C:6]1[N:7]=[C:2]([C:28]2[CH:29]=[C:24]([CH:25]=[CH:26][CH:27]=2)[C:21]([OH:23])=[O:22])[CH:3]=[C:4]([NH:10][CH2:11][CH2:12][C:13]2[CH:18]=[CH:17][C:16]([O:19][CH3:20])=[CH:15][CH:14]=2)[N:5]=1. Given the reactants Cl[C:2]1[N:7]=[C:6]([O:8][CH3:9])[N:5]=[C:4]([NH:10][CH2:11][CH2:12][C:13]2[CH:18]=[CH:17][C:16]([O:19][CH3:20])=[CH:15][CH:14]=2)[CH:3]=1.[C:21]([C:24]1[CH:25]=[C:26](B(O)O)[CH:27]=[CH:28][CH:29]=1)([OH:23])=[O:22].C([O-])([O-])=O.[Cs+].[Cs+], predict the reaction product. (4) The product is: [CH:1]1([NH:5][C:6]2[CH:15]=[C:14]([F:16])[C:13]([F:17])=[CH:12][C:7]=2[C:8]([OH:10])=[O:9])[CH2:4][CH2:3][CH2:2]1. Given the reactants [CH:1]1([NH:5][C:6]2[CH:15]=[C:14]([F:16])[C:13]([F:17])=[CH:12][C:7]=2[C:8]([O:10]C)=[O:9])[CH2:4][CH2:3][CH2:2]1, predict the reaction product.